Dataset: Reaction yield outcomes from USPTO patents with 853,638 reactions. Task: Predict the reaction yield, written as a fraction of the theoretical maximum amount of product (1.0 means a 100% yield; for example, 0.34 means a 34% yield). (1) The reactants are [C:1]1([O:8][CH3:9])[C:2](=[CH:4][CH:5]=[CH:6][CH:7]=1)[OH:3].S(C1C=CC(C)=CC=1)(OC[CH2:15][Cl:16])(=O)=O.[C:24](=O)([O-])[O-].[K+].[K+]. The catalyst is CC(=O)CC. The product is [Cl:16][CH2:15][CH2:9][O:8][C:1]1[CH:7]=[CH:6][CH:5]=[CH:4][C:2]=1[O:3][CH3:24]. The yield is 0.520. (2) The reactants are [OH-].[Na+].[F:3][C:4]1[CH:5]=[C:6]([CH:32]=[CH:33][C:34]=1[CH3:35])[CH2:7][C@@H:8]1[CH2:12][CH2:11][CH2:10][N:9]1[CH2:13][C@@H:14]([OH:31])[CH2:15][O:16][C@@H:17]([C:19]1[CH:24]=[CH:23][CH:22]=[CH:21][C:20]=1/[CH:25]=[CH:26]/[C:27]([O:29]C)=[O:28])[CH3:18].O1CCCC1. The catalyst is CO. The product is [F:3][C:4]1[CH:5]=[C:6]([CH:32]=[CH:33][C:34]=1[CH3:35])[CH2:7][C@@H:8]1[CH2:12][CH2:11][CH2:10][N:9]1[CH2:13][C@@H:14]([OH:31])[CH2:15][O:16][C@@H:17]([C:19]1[CH:24]=[CH:23][CH:22]=[CH:21][C:20]=1/[CH:25]=[CH:26]/[C:27]([OH:29])=[O:28])[CH3:18]. The yield is 0.670. (3) The reactants are [CH2:1]([O:8][C:9]1[CH:14]=[C:13]([O:15][CH3:16])[C:12]([Br:17])=[CH:11][C:10]=1[OH:18])[C:2]1[CH:7]=[CH:6][CH:5]=[CH:4][CH:3]=1.[Si:19](Cl)([C:22]([CH3:25])([CH3:24])[CH3:23])([CH3:21])[CH3:20].N1C=CN=C1. The product is [CH2:1]([O:8][C:9]1[CH:14]=[C:13]([O:15][CH3:16])[C:12]([Br:17])=[CH:11][C:10]=1[O:18][Si:19]([C:22]([CH3:25])([CH3:24])[CH3:23])([CH3:21])[CH3:20])[C:2]1[CH:3]=[CH:4][CH:5]=[CH:6][CH:7]=1. The catalyst is CN(C=O)C. The yield is 0.640.